From a dataset of Forward reaction prediction with 1.9M reactions from USPTO patents (1976-2016). Predict the product of the given reaction. (1) The product is: [Br-:1].[OH:37][C:36]([C:44]1[CH:45]=[CH:46][CH:47]=[CH:48][CH:49]=1)([C:38]1[CH:43]=[CH:42][CH:41]=[CH:40][CH:39]=1)[C:35]([O:51][C@@H:16]1[CH2:15][CH2:14][N+:13]([CH3:27])([CH:17]([C:21]2[CH:26]=[N:25][CH:24]=[CH:23][N:22]=2)[C:18](=[O:20])[NH2:19])[CH2:12]1)=[O:50]. Given the reactants [Br-:1].C1(C(O)(C2C=CC=CC=2)C(O[CH:12]2[CH2:16][CH2:15][CH2:14][N+:13]2([CH3:27])[CH:17]([C:21]2[CH:26]=[N:25][CH:24]=[CH:23][N:22]=2)[C:18](=[O:20])[NH2:19])=O)CCCCC1.[C:35]([OH:51])(=[O:50])[C:36]([C:44]1[CH:49]=[CH:48][CH:47]=[CH:46][CH:45]=1)([C:38]1[CH:43]=[CH:42][CH:41]=[CH:40][CH:39]=1)[OH:37], predict the reaction product. (2) Given the reactants [CH2:1]([O:3][C:4](=[O:20])[C:5]1[C:17]([F:18])=[C:16]([NH2:19])[CH:15]=[C:7]([C:8]([N:10]([CH3:14])[CH2:11][CH2:12][CH3:13])=[O:9])[CH:6]=1)[CH3:2].N1C=CC=CC=1.[CH3:27][S:28](Cl)(=[O:30])=[O:29], predict the reaction product. The product is: [CH2:1]([O:3][C:4](=[O:20])[C:5]1[C:17]([F:18])=[C:16]([NH:19][S:28]([CH3:27])(=[O:30])=[O:29])[CH:15]=[C:7]([C:8]([N:10]([CH3:14])[CH2:11][CH2:12][CH3:13])=[O:9])[CH:6]=1)[CH3:2]. (3) Given the reactants [C:1]([O:5][C:6]([N:8]([CH2:27][CH:28]1[CH2:30][CH2:29]1)[C@@H:9]1[CH2:11][C@H:10]1[C:12]1[CH:17]=[CH:16][C:15]([NH:18]C(=O)OCC(Cl)(Cl)Cl)=[CH:14][CH:13]=1)=[O:7])([CH3:4])([CH3:3])[CH3:2].C(O)(=O)C.[OH-].[Na+].C(OCC)(=O)C, predict the reaction product. The product is: [NH2:18][C:15]1[CH:16]=[CH:17][C:12]([C@@H:10]2[CH2:11][C@H:9]2[N:8]([CH2:27][CH:28]2[CH2:30][CH2:29]2)[C:6](=[O:7])[O:5][C:1]([CH3:4])([CH3:3])[CH3:2])=[CH:13][CH:14]=1. (4) Given the reactants C([O:4][C@@H:5]1[C@@H:11]([O:12]C(=O)C)[C@:10]2([C:17]3[CH:22]=[CH:21][C:20]([Cl:23])=[C:19]([C:24](=[O:34])[C:25]4[CH:30]=[CH:29][C:28]([O:31][CH2:32][CH3:33])=[CH:27][CH:26]=4)[CH:18]=3)[O:16][C@@:7]([CH2:35][O:36]C(=O)C)([CH2:8][O:9]2)[C@H:6]1[O:40]C(=O)C)(=O)C.C[O-].[Na+], predict the reaction product. The product is: [Cl:23][C:20]1[CH:21]=[CH:22][C:17]([C@@:10]23[O:16][C@@:7]([CH2:35][OH:36])([CH2:8][O:9]2)[C@@H:6]([OH:40])[C@H:5]([OH:4])[C@H:11]3[OH:12])=[CH:18][C:19]=1[C:24]([C:25]1[CH:26]=[CH:27][C:28]([O:31][CH2:32][CH3:33])=[CH:29][CH:30]=1)=[O:34]. (5) Given the reactants [C:1]([O:5][C:6](=[O:26])[NH:7][C:8]1([CH3:25])[CH2:11][N:10](C(C2C=CC=CC=2)C2C=CC=CC=2)[CH2:9]1)([CH3:4])([CH3:3])[CH3:2].Cl, predict the reaction product. The product is: [C:1]([O:5][C:6](=[O:26])[NH:7][C:8]1([CH3:25])[CH2:11][NH:10][CH2:9]1)([CH3:4])([CH3:2])[CH3:3]. (6) The product is: [N:29]([CH2:2][C:3]([NH:5][C:6]1[CH:7]=[N:8][C:9]([O:12][C:13]2[CH:14]=[C:15]3[C:20](=[CH:21][CH:22]=2)[O:19][CH:18]([C:23]2[CH:28]=[CH:27][CH:26]=[CH:25][CH:24]=2)[CH2:17][CH2:16]3)=[CH:10][CH:11]=1)=[O:4])=[N+:30]=[N-:31]. Given the reactants Cl[CH2:2][C:3]([NH:5][C:6]1[CH:7]=[N:8][C:9]([O:12][C:13]2[CH:14]=[C:15]3[C:20](=[CH:21][CH:22]=2)[O:19][CH:18]([C:23]2[CH:28]=[CH:27][CH:26]=[CH:25][CH:24]=2)[CH2:17][CH2:16]3)=[CH:10][CH:11]=1)=[O:4].[N-:29]=[N+:30]=[N-:31].[Na+], predict the reaction product. (7) Given the reactants C(OC([N:8]1[C:13]2[CH:14]=[C:15]([Cl:21])[C:16]([N:18]([CH3:20])[CH3:19])=[CH:17][C:12]=2[O:11][CH:10]([C:22]([N:24]2[CH2:28][CH2:27][C:26]([C:37]#[N:38])([CH2:29][C:30]3[CH:35]=[CH:34][C:33]([F:36])=[CH:32][CH:31]=3)[CH2:25]2)=[O:23])[CH2:9]1)=O)(C)(C)C.FC(F)(F)C(O)=O, predict the reaction product. The product is: [Cl:21][C:15]1[C:16]([N:18]([CH3:19])[CH3:20])=[CH:17][C:12]2[O:11][CH:10]([C:22]([N:24]3[CH2:28][CH2:27][C:26]([CH2:29][C:30]4[CH:31]=[CH:32][C:33]([F:36])=[CH:34][CH:35]=4)([C:37]#[N:38])[CH2:25]3)=[O:23])[CH2:9][NH:8][C:13]=2[CH:14]=1.